From a dataset of Peptide-MHC class I binding affinity with 185,985 pairs from IEDB/IMGT. Regression. Given a peptide amino acid sequence and an MHC pseudo amino acid sequence, predict their binding affinity value. This is MHC class I binding data. (1) The peptide sequence is ELNRVTQDF. The MHC is Mamu-B08 with pseudo-sequence Mamu-B08. The binding affinity (normalized) is 0. (2) The binding affinity (normalized) is 0.0847. The peptide sequence is YTDLTYQSF. The MHC is HLA-B08:01 with pseudo-sequence HLA-B08:01. (3) The peptide sequence is LLLENKSLTI. The MHC is HLA-A02:02 with pseudo-sequence HLA-A02:02. The binding affinity (normalized) is 0.363. (4) The peptide sequence is TLLCGAATA. The MHC is HLA-A02:01 with pseudo-sequence HLA-A02:01. The binding affinity (normalized) is 0.512. (5) The peptide sequence is FKTESGFEW. The MHC is HLA-B57:01 with pseudo-sequence HLA-B57:01. The binding affinity (normalized) is 0.0847. (6) The peptide sequence is IASILSLET. The MHC is HLA-A02:02 with pseudo-sequence HLA-A02:02. The binding affinity (normalized) is 0.242. (7) The peptide sequence is KSWLVHWSL. The MHC is HLA-B39:01 with pseudo-sequence HLA-B39:01. The binding affinity (normalized) is 0.0847. (8) The peptide sequence is AEILSGRVI. The MHC is HLA-A68:02 with pseudo-sequence HLA-A68:02. The binding affinity (normalized) is 0.0847.